This data is from Forward reaction prediction with 1.9M reactions from USPTO patents (1976-2016). The task is: Predict the product of the given reaction. (1) Given the reactants [Cl:1][C:2]1[CH:19]=[CH:18][C:5]([C:6]([NH:8][C:9]2[S:10][CH:11]=[C:12]([CH2:14][C:15]([OH:17])=O)[N:13]=2)=[O:7])=[CH:4][CH:3]=1.[NH2:20][C:21]1[CH:26]=[CH:25][C:24]([N:27]2[CH:32]=[CH:31][CH:30]=[CH:29][C:28]2=[O:33])=[CH:23][C:22]=1[F:34], predict the reaction product. The product is: [Cl:1][C:2]1[CH:3]=[CH:4][C:5]([C:6]([NH:8][C:9]2[S:10][CH:11]=[C:12]([CH2:14][C:15](=[O:17])[NH:20][C:21]3[CH:26]=[CH:25][C:24]([N:27]4[CH:32]=[CH:31][CH:30]=[CH:29][C:28]4=[O:33])=[CH:23][C:22]=3[F:34])[N:13]=2)=[O:7])=[CH:18][CH:19]=1. (2) Given the reactants [Cl:1][C:2]1[CH:7]=[CH:6][CH:5]=[CH:4][C:3]=1[CH:8]1[C:17]([C:18]2[CH:19]=[CH:20][C:21]3[O:26][CH2:25][C:24](=[O:27])[NH:23][C:22]=3[CH:28]=2)=[CH:16][C:15]2[C:10](=[CH:11][C:12](I)=[CH:13][CH:14]=2)[S:9]1.[CH2:30]([CH2:32][NH2:33])[OH:31], predict the reaction product. The product is: [Cl:1][C:2]1[CH:7]=[CH:6][CH:5]=[CH:4][C:3]=1[CH:8]1[C:17]([C:18]2[CH:19]=[CH:20][C:21]3[O:26][CH2:25][C:24](=[O:27])[NH:23][C:22]=3[CH:28]=2)=[CH:16][C:15]2[C:10](=[CH:11][C:12]([NH:33][CH2:32][CH2:30][OH:31])=[CH:13][CH:14]=2)[S:9]1. (3) Given the reactants [Si:1]([O:8][C@@H:9]1[CH2:13][N:12]([C:14]([O:16][C:17]([CH3:20])([CH3:19])[CH3:18])=[O:15])[C@H:11]([C:21]([O:23][CH3:24])=[O:22])[CH2:10]1)([C:4]([CH3:7])([CH3:6])[CH3:5])([CH3:3])[CH3:2].[OH2:25], predict the reaction product. The product is: [Si:1]([O:8][C@@H:9]1[C:13](=[O:25])[N:12]([C:14]([O:16][C:17]([CH3:18])([CH3:20])[CH3:19])=[O:15])[C@H:11]([C:21]([O:23][CH3:24])=[O:22])[CH2:10]1)([C:4]([CH3:7])([CH3:6])[CH3:5])([CH3:2])[CH3:3]. (4) Given the reactants [CH3:1][C:2]1[O:6][N:5]=[C:4]([CH2:7][N:8]2[CH:12]=[C:11]([C:13]#[C:14][Si](C)(C)C)[CH:10]=[N:9]2)[CH:3]=1.CCCC[N+](CCCC)(CCCC)CCCC.[F-], predict the reaction product. The product is: [C:13]([C:11]1[CH:10]=[N:9][N:8]([CH2:7][C:4]2[CH:3]=[C:2]([CH3:1])[O:6][N:5]=2)[CH:12]=1)#[CH:14].